Task: Predict the product of the given reaction.. Dataset: Forward reaction prediction with 1.9M reactions from USPTO patents (1976-2016) (1) Given the reactants [CH3:1][C:2]([CH:4]=[CH2:5])=[O:3].[CH3:6][CH:7]1[C:12](=[O:13])[CH2:11][CH2:10][CH2:9][C:8]1=[O:14].COC(=O)C1C(=CC=CC=1)C(OC)=O, predict the reaction product. The product is: [O:3]=[C:2]([CH3:1])[CH2:4][CH2:5][C:7]1([CH3:6])[C:12](=[O:13])[CH2:11][CH2:10][CH2:9][C:8]1=[O:14]. (2) The product is: [CH3:44][C:16]1[N:15]([C:12]2[CH:11]=[CH:10][C:9]([O:8][CH:3]3[CH2:4][CH2:5][CH2:6][CH2:7][C:2]3=[O:1])=[CH:14][CH:13]=2)[C:20](=[O:21])[C:19]([CH2:22][C:23]2[CH:28]=[CH:27][C:26]([C:29]3[CH:34]=[CH:33][CH:32]=[CH:31][C:30]=3[C:35]3[NH:39][C:38](=[O:40])[O:37][N:36]=3)=[CH:25][CH:24]=2)=[C:18]([CH2:41][CH2:42][CH3:43])[N:17]=1. Given the reactants [OH:1][C@H:2]1[CH2:7][CH2:6][CH2:5][CH2:4][C@@H:3]1[O:8][C:9]1[CH:14]=[CH:13][C:12]([N:15]2[C:20](=[O:21])[C:19]([CH2:22][C:23]3[CH:28]=[CH:27][C:26]([C:29]4[CH:34]=[CH:33][CH:32]=[CH:31][C:30]=4[C:35]4[NH:39][C:38](=[O:40])[O:37][N:36]=4)=[CH:25][CH:24]=3)=[C:18]([CH2:41][CH2:42][CH3:43])[N:17]=[C:16]2[CH3:44])=[CH:11][CH:10]=1.CC(OI1(OC(C)=O)(OC(C)=O)OC(=O)C2C1=CC=CC=2)=O.C(OCC)(=O)C.S([O-])([O-])(=O)=S.[Na+].[Na+], predict the reaction product. (3) Given the reactants [C:1]1([C:7]2[CH:8]=[C:9]([C:16]3[O:20][N:19]=[C:18]([C:21]4[CH:22]=[C:23]([CH2:26]O)[S:24][CH:25]=4)[N:17]=3)[S:10][C:11]=2[C:12]([F:15])([F:14])[F:13])[CH:6]=[CH:5][CH:4]=[CH:3][CH:2]=1.C(Br)(Br)(Br)Br.C1(P(C2C=CC=CC=2)C2C=CC=CC=2)C=CC=CC=1.Cl.[NH:53]1[CH2:56][CH:55]([C:57]([O:59][CH2:60][CH3:61])=[O:58])[CH2:54]1.C(N(CC)C(C)C)(C)C, predict the reaction product. The product is: [C:1]1([C:7]2[CH:8]=[C:9]([C:16]3[O:20][N:19]=[C:18]([C:21]4[CH:22]=[C:23]([CH2:26][N:53]5[CH2:56][CH:55]([C:57]([O:59][CH2:60][CH3:61])=[O:58])[CH2:54]5)[S:24][CH:25]=4)[N:17]=3)[S:10][C:11]=2[C:12]([F:15])([F:14])[F:13])[CH:6]=[CH:5][CH:4]=[CH:3][CH:2]=1. (4) The product is: [CH3:8][C:6]1[CH:7]=[C:2]([C:19]#[C:20][CH3:21])[CH:3]=[C:4]([CH3:18])[C:5]=1[CH:9]([C:14]([O:16][CH3:17])=[O:15])[C:10]([O:12][CH3:13])=[O:11]. Given the reactants Br[C:2]1[CH:7]=[C:6]([CH3:8])[C:5]([CH:9]([C:14]([O:16][CH3:17])=[O:15])[C:10]([O:12][CH3:13])=[O:11])=[C:4]([CH3:18])[CH:3]=1.[CH2:19]([Sn](CCCC)(CCCC)C#CC)[CH2:20][CH2:21]C, predict the reaction product. (5) Given the reactants [C:1]([N:4]1[C:9]2[N:10]=[C:11]([C@H:24]([NH2:26])[CH3:25])[N:12]([C:15]3[CH:20]=[CH:19][C:18]([O:21][CH2:22][CH3:23])=[CH:17][CH:16]=3)[C:13](=[O:14])[C:8]=2[CH2:7][CH2:6][CH2:5]1)(=[O:3])[CH3:2].Br[CH2:28][C:29]1[N:33]([CH3:34])[N:32]=[C:31]([CH3:35])[CH:30]=1.C(=O)([O-])[O-].[K+].[K+], predict the reaction product. The product is: [C:1]([N:4]1[C:9]2[N:10]=[C:11]([C@H:24]([NH:26][CH2:28][C:29]3[N:33]([CH3:34])[N:32]=[C:31]([CH3:35])[CH:30]=3)[CH3:25])[N:12]([C:15]3[CH:20]=[CH:19][C:18]([O:21][CH2:22][CH3:23])=[CH:17][CH:16]=3)[C:13](=[O:14])[C:8]=2[CH2:7][CH2:6][CH2:5]1)(=[O:3])[CH3:2]. (6) Given the reactants [CH3:1][C:2]1[C:3]2[CH:4]=[CH:5][C:6]([O:13][CH2:14][CH2:15][CH2:16][CH:17]=O)=[N:7][C:8]=2[NH:9][C:10](=[O:12])[CH:11]=1.Cl.[Cl:20][C:21]1[C:26]([Cl:27])=[CH:25][CH:24]=[CH:23][C:22]=1[N:28]1[CH2:33][CH2:32][NH:31][CH2:30][CH2:29]1.C(N(CC)CC)C.C(O[BH-](OC(=O)C)OC(=O)C)(=O)C.[Na+], predict the reaction product. The product is: [Cl:20][C:21]1[C:26]([Cl:27])=[CH:25][CH:24]=[CH:23][C:22]=1[N:28]1[CH2:33][CH2:32][N:31]([CH2:17][CH2:16][CH2:15][CH2:14][O:13][C:6]2[N:7]=[C:8]3[C:3]([C:2]([CH3:1])=[CH:11][C:10](=[O:12])[NH:9]3)=[CH:4][CH:5]=2)[CH2:30][CH2:29]1. (7) Given the reactants [NH2:1][C:2]1[CH:3]=[CH:4][C:5]([F:18])=[C:6]([C@:8]2([CH3:17])[C@@H:14]([F:15])[CH2:13][O:12][CH2:11][C:10]([NH2:16])=[N:9]2)[CH:7]=1.[Cl:19][C:20]1[C:21]([CH:28]=O)=[N:22][N:23]([CH:25]([F:27])[F:26])[CH:24]=1.[B][B][B][B][B][B][B][B][B][B], predict the reaction product. The product is: [Cl:19][C:20]1[C:21]([CH2:28][NH:1][C:2]2[CH:3]=[CH:4][C:5]([F:18])=[C:6]([C@:8]3([CH3:17])[C@@H:14]([F:15])[CH2:13][O:12][CH2:11][C:10]([NH2:16])=[N:9]3)[CH:7]=2)=[N:22][N:23]([CH:25]([F:27])[F:26])[CH:24]=1.